Dataset: Reaction yield outcomes from USPTO patents with 853,638 reactions. Task: Predict the reaction yield, written as a fraction of the theoretical maximum amount of product (1.0 means a 100% yield; for example, 0.34 means a 34% yield). (1) The reactants are [CH2:1]([C@H:8]([NH:21][C:22](=[O:28])[O:23][C:24]([CH3:27])([CH3:26])[CH3:25])[CH2:9][C@H:10]([OH:20])[C@@H:11]([NH2:19])[CH2:12][C:13]1[CH:18]=[CH:17][CH:16]=[CH:15][CH:14]=1)[C:2]1[CH:7]=[CH:6][CH:5]=[CH:4][CH:3]=1.[CH3:29][C:30]1[CH:40]=[CH:39][CH:38]=[C:37]([CH3:41])[C:31]=1[O:32][CH2:33][C:34](O)=[O:35].ON1C2C=CC=CC=2N=N1.CN1CCOCC1. The catalyst is CN(C)C=O. The product is [CH2:1]([C@H:8]([NH:21][C:22](=[O:28])[O:23][C:24]([CH3:25])([CH3:27])[CH3:26])[CH2:9][C@H:10]([OH:20])[C@@H:11]([NH:19][C:34](=[O:35])[CH2:33][O:32][C:31]1[C:30]([CH3:29])=[CH:40][CH:39]=[CH:38][C:37]=1[CH3:41])[CH2:12][C:13]1[CH:14]=[CH:15][CH:16]=[CH:17][CH:18]=1)[C:2]1[CH:7]=[CH:6][CH:5]=[CH:4][CH:3]=1. The yield is 0.767. (2) The reactants are C([O:8][C:9]1[C:18](=[O:19])[C:17]2[C:12](=[CH:13][C:14]([CH2:20][CH2:21][CH2:22][CH3:23])=[CH:15][CH:16]=2)[O:11][C:10]=1[C:24]1[CH:29]=[C:28]([O:30]C)[C:27]([O:32]C)=[C:26]([O:34]C)[CH:25]=1)C1C=CC=CC=1.B(Br)(Br)Br.CO.O. The catalyst is ClCCl. The product is [CH2:20]([C:14]1[CH:13]=[C:12]2[C:17]([C:18](=[O:19])[C:9]([OH:8])=[C:10]([C:24]3[CH:29]=[C:28]([OH:30])[C:27]([OH:32])=[C:26]([OH:34])[CH:25]=3)[O:11]2)=[CH:16][CH:15]=1)[CH2:21][CH2:22][CH3:23]. The yield is 0.770.